This data is from Forward reaction prediction with 1.9M reactions from USPTO patents (1976-2016). The task is: Predict the product of the given reaction. (1) Given the reactants [CH3:1][C:2]12[CH2:15][CH2:14][C:13](=[O:16])[CH:12]=[C:11]1[N:10]([CH2:17][O:18][CH2:19][CH2:20][Si:21]([CH3:24])([CH3:23])[CH3:22])[CH2:9][CH:8]1[CH:3]2[CH2:4][CH2:5][C:6]2([CH3:29])[C:27](=[O:28])[CH2:26][CH2:25][CH:7]21.C[Si]([N-][Si](C)(C)C)(C)C.[K+].C1(N([S:47]([C:50]([F:53])([F:52])[F:51])(=[O:49])=[O:48])[S:47]([C:50]([F:53])([F:52])[F:51])(=[O:49])=[O:48])C=CC=CC=1, predict the reaction product. The product is: [F:51][C:50]([F:53])([F:52])[S:47]([O:28][C:27]1[C@:6]2([CH3:29])[C@H:7]([C@H:8]3[C@H:3]([CH2:4][CH2:5]2)[C@:2]2([CH3:1])[C:11](=[CH:12][C:13](=[O:16])[CH2:14][CH2:15]2)[N:10]([CH2:17][O:18][CH2:19][CH2:20][Si:21]([CH3:22])([CH3:23])[CH3:24])[CH2:9]3)[CH2:25][CH:26]=1)(=[O:49])=[O:48]. (2) Given the reactants [Cl:1][C:2]1[CH:10]=[C:9]([CH2:11][CH2:12][C:13]([O:15][CH3:16])=[O:14])[C:8]([Cl:17])=[CH:7][C:3]=1[C:4]([OH:6])=O.CCN=C=NCCCN(C)C.Cl.C1C=CC2N(O)N=NC=2C=1.[Cl:40][C:41]1[C:42]2[N:43]([CH:51]=[C:52]([C:54](=[N:56]O)[NH2:55])[N:53]=2)[CH:44]=[C:45]([C:47]([F:50])([F:49])[F:48])[CH:46]=1, predict the reaction product. The product is: [Cl:17][C:8]1[CH:7]=[C:3]([C:4]2[O:6][N:56]=[C:54]([C:52]3[N:53]=[C:42]4[C:41]([Cl:40])=[CH:46][C:45]([C:47]([F:50])([F:49])[F:48])=[CH:44][N:43]4[CH:51]=3)[N:55]=2)[C:2]([Cl:1])=[CH:10][C:9]=1[CH2:11][CH2:12][C:13]([O:15][CH3:16])=[O:14]. (3) Given the reactants [NH2:1][C:2]1[N:7]=[C:6]([N:8]2[CH2:13][CH2:12][CH2:11][C@H:10]([C:14]([NH:16][C:17]3[CH:22]=[CH:21][CH:20]=[CH:19][C:18]=3[CH3:23])=[O:15])[CH2:9]2)[CH:5]=[C:4]([C:24]2[CH:29]=[CH:28][C:27]([C:30]#[N:31])=[C:26](F)[CH:25]=2)[N:3]=1.CCN(C(C)C)C(C)C.[NH2:42][NH2:43], predict the reaction product. The product is: [NH2:1][C:2]1[N:7]=[C:6]([N:8]2[CH2:13][CH2:12][CH2:11][C@H:10]([C:14]([NH:16][C:17]3[CH:22]=[CH:21][CH:20]=[CH:19][C:18]=3[CH3:23])=[O:15])[CH2:9]2)[CH:5]=[C:4]([C:24]2[CH:25]=[C:26]3[C:27]([C:30]([NH2:31])=[N:42][NH:43]3)=[CH:28][CH:29]=2)[N:3]=1. (4) Given the reactants [N+:1]([C:4]1[CH:9]=[CH:8][CH:7]=[CH:6][C:5]=1[OH:10])([O-:3])=[O:2].C(O[C@@H](CCN[C:38]([O:40][CH2:41][C:42]1[CH:47]=[CH:46][CH:45]=[CH:44][CH:43]=1)=[O:39])C(=O)OC1C(F)=C(F)C(F)=C(F)C=1F)(=O)C1C=CC=CC=1.CCN(C(C)C)C(C)C, predict the reaction product. The product is: [C:38]([O:10][C:5]1[CH:6]=[CH:7][CH:8]=[CH:9][C:4]=1[N+:1]([O-:3])=[O:2])([O:40][CH2:41][C:42]1[CH:47]=[CH:46][CH:45]=[CH:44][CH:43]=1)=[O:39]. (5) Given the reactants C1(P(C2C=CC=CC=2)C2C=CC3C(=CC=CC=3)C=2C2C3C(=CC=CC=3)C=CC=2P(C2C=CC=CC=2)C2C=CC=CC=2)C=CC=CC=1.C(=O)([O-])[O-].[Cs+].[Cs+].[CH2:53]([O:55][C:56](=[O:77])[CH:57]=[CH:58][C:59]1[CH:64]=[CH:63][C:62]([C:65]([CH3:68])([CH3:67])[CH3:66])=[CH:61][C:60]=1OS(C(F)(F)F)(=O)=O)[CH3:54].[NH:78]1[CH2:83][CH2:82][O:81][CH2:80][CH2:79]1, predict the reaction product. The product is: [CH2:53]([O:55][C:56](=[O:77])[CH:57]=[CH:58][C:59]1[CH:64]=[CH:63][C:62]([C:65]([CH3:68])([CH3:67])[CH3:66])=[CH:61][C:60]=1[N:78]1[CH2:83][CH2:82][O:81][CH2:80][CH2:79]1)[CH3:54]. (6) Given the reactants Br[C:2]1[CH:3]=[N:4][CH:5]=[C:6]([C:8]2[CH:9]=[N:10][N:11]([CH2:13][CH2:14][N:15]3[CH2:19][CH2:18][CH2:17][CH2:16]3)[CH:12]=2)[CH:7]=1.[Cl:20][C:21]1[CH:22]=[CH:23][C:24]([F:40])=[C:25]([C:27]2[CH:36]=[C:35](B(O)O)[C:34]3[C:29](=[N:30][CH:31]=[CH:32][CH:33]=3)[N:28]=2)[CH:26]=1.C(=O)(O)[O-].[Na+], predict the reaction product. The product is: [Cl:20][C:21]1[CH:22]=[CH:23][C:24]([F:40])=[C:25]([C:27]2[CH:36]=[C:35]([C:2]3[CH:3]=[N:4][CH:5]=[C:6]([C:8]4[CH:9]=[N:10][N:11]([CH2:13][CH2:14][N:15]5[CH2:19][CH2:18][CH2:17][CH2:16]5)[CH:12]=4)[CH:7]=3)[C:34]3[C:29](=[N:30][CH:31]=[CH:32][CH:33]=3)[N:28]=2)[CH:26]=1.